From a dataset of Forward reaction prediction with 1.9M reactions from USPTO patents (1976-2016). Predict the product of the given reaction. Given the reactants [CH3:1][C:2]1([CH3:48])[O:7][C:6]2[CH:8]=[CH:9][C:10]([C@H:12]3[O:16][C:15](=[O:17])[N:14]([CH2:18][CH2:19][CH2:20][CH2:21][CH2:22][CH2:23][O:24][CH2:25][CH2:26][O:27][CH2:28][C:29]4[CH:30]=[C:31]([NH:35][C:36]([NH:38][C:39]5[CH:44]=[CH:43][CH:42]=[C:41]([N+:45]([O-])=O)[CH:40]=5)=[O:37])[CH:32]=[CH:33][CH:34]=4)[CH2:13]3)=[CH:11][C:5]=2[CH2:4][O:3]1, predict the reaction product. The product is: [NH2:45][C:41]1[CH:40]=[C:39]([NH:38][C:36]([NH:35][C:31]2[CH:32]=[CH:33][CH:34]=[C:29]([CH2:28][O:27][CH2:26][CH2:25][O:24][CH2:23][CH2:22][CH2:21][CH2:20][CH2:19][CH2:18][N:14]3[CH2:13][C@@H:12]([C:10]4[CH:9]=[CH:8][C:6]5[O:7][C:2]([CH3:1])([CH3:48])[O:3][CH2:4][C:5]=5[CH:11]=4)[O:16][C:15]3=[O:17])[CH:30]=2)=[O:37])[CH:44]=[CH:43][CH:42]=1.